This data is from Forward reaction prediction with 1.9M reactions from USPTO patents (1976-2016). The task is: Predict the product of the given reaction. Given the reactants [OH:1][CH:2]1[CH2:7][CH2:6][N:5]([C:8]([O:10][C:11]([CH3:14])([CH3:13])[CH3:12])=[O:9])[CH2:4][CH2:3]1.CN(C)C=O.[H-].[Na+].[F:22][C:23]1[C:28]([F:29])=[CH:27][C:26]([F:30])=[CH:25][N:24]=1, predict the reaction product. The product is: [F:29][C:28]1[C:23]([O:1][CH:2]2[CH2:3][CH2:4][N:5]([C:8]([O:10][C:11]([CH3:14])([CH3:13])[CH3:12])=[O:9])[CH2:6][CH2:7]2)=[N:24][CH:25]=[C:26]([F:30])[CH:27]=1.[F:22][C:23]1[C:28]([F:29])=[CH:27][C:26]([O:1][CH:2]2[CH2:3][CH2:4][N:5]([C:8]([O:10][C:11]([CH3:14])([CH3:13])[CH3:12])=[O:9])[CH2:6][CH2:7]2)=[CH:25][N:24]=1.